The task is: Regression. Given two drug SMILES strings and cell line genomic features, predict the synergy score measuring deviation from expected non-interaction effect.. This data is from NCI-60 drug combinations with 297,098 pairs across 59 cell lines. Drug 1: C1=NC(=NC(=O)N1C2C(C(C(O2)CO)O)O)N. Drug 2: C1CCC(C(C1)N)N.C(=O)(C(=O)[O-])[O-].[Pt+4]. Cell line: M14. Synergy scores: CSS=29.0, Synergy_ZIP=-13.5, Synergy_Bliss=-6.24, Synergy_Loewe=-4.19, Synergy_HSA=-1.95.